Dataset: Forward reaction prediction with 1.9M reactions from USPTO patents (1976-2016). Task: Predict the product of the given reaction. (1) Given the reactants S1C=CC(CC(O)=[O:8])=C1.C(S)CCS.[CH:15]1([N:21]=[C:22]=[N:23][CH:24]2[CH2:29][CH2:28][CH2:27][CH2:26][CH2:25]2)[CH2:20][CH2:19][CH2:18][CH2:17][CH2:16]1, predict the reaction product. The product is: [CH:24]1([NH:23][C:22]([NH:21][CH:15]2[CH2:16][CH2:17][CH2:18][CH2:19][CH2:20]2)=[O:8])[CH2:29][CH2:28][CH2:27][CH2:26][CH2:25]1. (2) Given the reactants FC(F)(F)C(O)=O.[Cl:8][C:9]1[CH:14]=[C:13]2[NH:15][C:16](=[O:38])[C:17]3([CH:21]([C:22]4[CH:27]=[CH:26][CH:25]=[C:24]([Cl:28])[C:23]=4[F:29])[CH:20]([C:30]([OH:32])=O)[NH:19][CH:18]3[CH2:33][C:34]([CH3:37])([CH3:36])[CH3:35])[C:12]2=[CH:11][CH:10]=1.C(N(C(C)C)CC)(C)C.C1(P(Cl)(C2C=CC=CC=2)=O)C=CC=CC=1.Cl.[NH2:64][C:65]1[CH:70]=[CH:69][C:68]([NH:71][S:72]([CH3:75])(=[O:74])=[O:73])=[CH:67][C:66]=1[O:76][CH3:77], predict the reaction product. The product is: [CH3:75][S:72]([NH:71][C:68]1[CH:69]=[CH:70][C:65]([NH:64][C:30]([CH:20]2[NH:19][CH:18]([CH2:33][C:34]([CH3:35])([CH3:37])[CH3:36])[C:17]3([C:12]4[C:13](=[CH:14][C:9]([Cl:8])=[CH:10][CH:11]=4)[NH:15][C:16]3=[O:38])[CH:21]2[C:22]2[CH:27]=[CH:26][CH:25]=[C:24]([Cl:28])[C:23]=2[F:29])=[O:32])=[C:66]([O:76][CH3:77])[CH:67]=1)(=[O:74])=[O:73]. (3) Given the reactants [CH2:1]([O:3][C:4](=[O:31])[C:5]([NH:9][C:10]([C:12]1[CH:21]=[C:20]([Cl:22])[C:19]2[C:14](=[CH:15][CH:16]=[CH:17][CH:18]=2)[C:13]=1[O:23][CH2:24][CH:25]1[CH2:30][CH2:29][NH:28][CH2:27][CH2:26]1)=[O:11])([CH3:8])[CH2:6][CH3:7])[CH3:2].[BH-](O[C:42]([CH3:44])=O)(OC(C)=O)OC(C)=O.[Na+].[C:46](=O)([O-])O.[Na+], predict the reaction product. The product is: [CH2:1]([O:3][C:4](=[O:31])[C:5]([NH:9][C:10]([C:12]1[CH:21]=[C:20]([Cl:22])[C:19]2[C:14](=[CH:15][CH:16]=[CH:17][CH:18]=2)[C:13]=1[O:23][CH2:24][CH:25]1[CH2:26][CH2:27][N:28]([CH:42]([CH3:44])[CH3:46])[CH2:29][CH2:30]1)=[O:11])([CH3:8])[CH2:6][CH3:7])[CH3:2]. (4) Given the reactants F[C:2]1[CH:7]=[CH:6][C:5]([N:8]2[CH2:13][CH2:12][O:11][CH2:10][CH2:9]2)=[CH:4][C:3]=1[N+:14]([O-:16])=[O:15].[CH3:17][O:18][C:19]([C:21]1[NH:22][CH:23]=[C:24]([C:26]2[CH:31]=[CH:30][CH:29]=[CH:28][CH:27]=2)[CH:25]=1)=[O:20].C(=O)([O-])[O-].[Cs+].[Cs+], predict the reaction product. The product is: [CH3:17][O:18][C:19]([C:21]1[N:22]([C:2]2[CH:7]=[CH:6][C:5]([N:8]3[CH2:13][CH2:12][O:11][CH2:10][CH2:9]3)=[CH:4][C:3]=2[N+:14]([O-:16])=[O:15])[CH:23]=[C:24]([C:26]2[CH:31]=[CH:30][CH:29]=[CH:28][CH:27]=2)[CH:25]=1)=[O:20]. (5) Given the reactants C1(P(C2CCCCC2)C2CCCCC2)CCCCC1.[F:20][C:21]1[CH:30]=[C:29](B2OC(C)(C)C(C)(C)O2)[CH:28]=[C:27]2[C:22]=1[N:23]=[CH:24][CH:25]=[N:26]2.[CH3:40][O:41][C:42](=[O:65])[C:43]1[CH:48]=[CH:47][CH:46]=[CH:45][C:44]=1[NH:49][C:50]1[N:54]([C:55]2[CH:60]=[CH:59][C:58]([F:61])=[CH:57][C:56]=2[F:62])[N:53]=[C:52]([CH3:63])[C:51]=1Br.P([O-])([O-])([O-])=O.[K+].[K+].[K+], predict the reaction product. The product is: [CH3:40][O:41][C:42](=[O:65])[C:43]1[CH:48]=[CH:47][CH:46]=[CH:45][C:44]=1[NH:49][C:50]1[N:54]([C:55]2[CH:60]=[CH:59][C:58]([F:61])=[CH:57][C:56]=2[F:62])[N:53]=[C:52]([CH3:63])[C:51]=1[C:29]1[CH:28]=[C:27]2[C:22](=[C:21]([F:20])[CH:30]=1)[N:23]=[CH:24][CH:25]=[N:26]2.